Dataset: Full USPTO retrosynthesis dataset with 1.9M reactions from patents (1976-2016). Task: Predict the reactants needed to synthesize the given product. The reactants are: [CH3:1][N:2]([CH3:29])[CH2:3][CH2:4][NH:5][C:6]([C:8]1[C:21]2[C:12](=[N:13][C:14]3[C:19]([N:20]=2)=[C:18]2[CH:22]=[CH:23][CH:24]=[C:25]([O:26][CH3:27])[C:17]2=[CH:16][CH:15]=3)[CH:11]=[C:10](Cl)[CH:9]=1)=[O:7].[CH3:30][S-:31].[Na+]. Given the product [CH3:1][N:2]([CH3:29])[CH2:3][CH2:4][NH:5][C:6]([C:8]1[C:21]2[C:12](=[N:13][C:14]3[C:19]([N:20]=2)=[C:18]2[CH:22]=[CH:23][CH:24]=[C:25]([O:26][CH3:27])[C:17]2=[CH:16][CH:15]=3)[CH:11]=[C:10]([S:31][CH3:30])[CH:9]=1)=[O:7], predict the reactants needed to synthesize it.